From a dataset of Forward reaction prediction with 1.9M reactions from USPTO patents (1976-2016). Predict the product of the given reaction. (1) The product is: [CH:23]1([CH2:22][O:21][C:20]2[C:15]3[N:16]([C:12]([C:10]([NH:9][CH2:8][C:53]4[CH:54]=[CH:49][N:50]=[C:51]([N:30]5[CH2:31][CH2:32][CH:33]([C:36]([OH:38])=[O:37])[CH2:34][CH2:35]5)[CH:52]=4)=[O:11])=[C:13]([CH3:29])[N:14]=3)[CH:17]=[CH:18][CH:19]=2)[CH2:24][CH2:25][CH2:26][CH2:27][CH2:28]1. Given the reactants ClC1N=CC([CH2:8][NH:9][C:10]([C:12]2[N:16]3[CH:17]=[CH:18][CH:19]=[C:20]([O:21][CH2:22][CH:23]4[CH2:28][CH2:27][CH2:26][CH2:25][CH2:24]4)[C:15]3=[N:14][C:13]=2[CH3:29])=[O:11])=CC=1.[NH:30]1[CH2:35][CH2:34][CH:33]([C:36]([O:38]CC)=[O:37])[CH2:32][CH2:31]1.C(=O)([O-])[O-].[K+].[K+].[Cl-].[NH4+].[CH3:49][N:50]1[CH2:54][CH2:53][CH2:52][C:51]1=O, predict the reaction product. (2) The product is: [C:1]([O:5][C:6](=[O:53])[NH:7][C@@H:8]([C:19](=[O:52])[NH:20][C@H:21]1[CH2:22][CH2:23][C@H:24]([NH:27][C:28]2[CH:33]=[C:32]([N:34]3[C:38]4[CH:39]=[CH:40][CH:41]=[CH:42][C:37]=4[N:36]=[C:35]3[CH:43]([F:45])[F:44])[N:31]=[C:30]([N:46]3[CH2:51][CH2:50][O:49][CH2:48][CH2:47]3)[N:29]=2)[CH2:25][CH2:26]1)[CH2:9][CH2:10][OH:11])([CH3:4])([CH3:2])[CH3:3]. Given the reactants [C:1]([O:5][C:6](=[O:53])[NH:7][C@@H:8]([C:19](=[O:52])[NH:20][C@H:21]1[CH2:26][CH2:25][C@H:24]([NH:27][C:28]2[CH:33]=[C:32]([N:34]3[C:38]4[CH:39]=[CH:40][CH:41]=[CH:42][C:37]=4[N:36]=[C:35]3[CH:43]([F:45])[F:44])[N:31]=[C:30]([N:46]3[CH2:51][CH2:50][O:49][CH2:48][CH2:47]3)[N:29]=2)[CH2:23][CH2:22]1)[CH2:9][CH2:10][O:11]CC1C=CC=CC=1)([CH3:4])([CH3:3])[CH3:2], predict the reaction product.